From a dataset of HIV replication inhibition screening data with 41,000+ compounds from the AIDS Antiviral Screen. Binary Classification. Given a drug SMILES string, predict its activity (active/inactive) in a high-throughput screening assay against a specified biological target. (1) The molecule is CN(C)c1ccc(C=C2C=Cc3ccccc32)cc1. The result is 0 (inactive). (2) The compound is O=c1[nH]c(=O)n(C2CC(O)C(CO)O2)cc1N=NNCCc1ccccc1. The result is 0 (inactive). (3) The drug is Oc1cc(N=Nc2ccc(Br)cc2)nc(S)n1. The result is 0 (inactive). (4) The result is 0 (inactive). The molecule is CCCCCCCCCCCCCCCCCC(=O)OC(COC(=O)CCCCCCCCCCC)COC(=O)CCCCCCCCCCCCCCC. (5) The molecule is O=C1CC(=O)N(CCc2ccccc2)S(=O)(=O)N1CCc1ccccc1. The result is 0 (inactive). (6) The molecule is CC1=CC(=O)C(=C(C)C)CC1. The result is 0 (inactive).